This data is from Forward reaction prediction with 1.9M reactions from USPTO patents (1976-2016). The task is: Predict the product of the given reaction. (1) Given the reactants [CH3:1][O:2][CH2:3][CH2:4]Br.[C:6]([C:10]1[CH:15]=[CH:14][C:13](/[CH:16]=[CH:17]/[C:18]([NH:20][C:21]2[CH:22]=[C:23]3[C:27](=[CH:28][CH:29]=2)[NH:26][CH:25]=[CH:24]3)=[O:19])=[CH:12][CH:11]=1)([CH3:9])([CH3:8])[CH3:7], predict the reaction product. The product is: [C:6]([C:10]1[CH:11]=[CH:12][C:13](/[CH:16]=[CH:17]/[C:18]([NH:20][C:21]2[CH:22]=[C:23]3[C:27](=[CH:28][CH:29]=2)[N:26]([CH2:4][CH2:3][O:2][CH3:1])[CH:25]=[CH:24]3)=[O:19])=[CH:14][CH:15]=1)([CH3:9])([CH3:7])[CH3:8]. (2) Given the reactants [CH3:1][C:2]1[N:3]=[CH:4][S:5][C:6]=1[CH3:7].C([Li])CCC.CN([CH:16]=[O:17])C.[Cl-].[NH4+], predict the reaction product. The product is: [CH3:1][C:2]1[N:3]=[C:4]([CH:16]=[O:17])[S:5][C:6]=1[CH3:7]. (3) Given the reactants C([N:8]1[C@@H:13]([C:14](=[O:19])[CH2:15][CH2:16][CH2:17][CH3:18])[CH2:12][CH2:11][CH2:10][C@@H:9]1[CH3:20])(OC(C)(C)C)=O, predict the reaction product. The product is: [CH3:20][C@H:9]1[CH2:10][CH2:11][CH2:12][C@H:13]([C:14](=[O:19])[CH2:15][CH2:16][CH2:17][CH3:18])[NH:8]1. (4) Given the reactants C([O:4][CH2:5][C:6]1[C:11](B2OC(C)(C)C(C)(C)O2)=[CH:10][CH:9]=[CH:8][C:7]=1[N:21]1[CH2:29][C:28]2[C:23](=[CH:24][CH:25]=[C:26]([C:30]([CH3:33])([CH3:32])[CH3:31])[CH:27]=2)[C:22]1=[O:34])(=O)C.Br[C:36]1[N:37]=[C:38]([NH:44][C:45]2[CH:46]=[N:47][CH:48]=[CH:49][CH:50]=2)[C:39](=[O:43])[N:40]([CH3:42])[CH:41]=1.C(=O)([O-])[O-].[Na+].[Na+].C(=O)([O-])[O-].[K+].[K+], predict the reaction product. The product is: [C:30]([C:26]1[CH:27]=[C:28]2[C:23](=[CH:24][CH:25]=1)[C:22](=[O:34])[N:21]([C:7]1[CH:8]=[CH:9][CH:10]=[C:11]([C:36]3[N:37]=[C:38]([NH:44][C:45]4[CH:46]=[N:47][CH:48]=[CH:49][CH:50]=4)[C:39](=[O:43])[N:40]([CH3:42])[CH:41]=3)[C:6]=1[CH2:5][OH:4])[CH2:29]2)([CH3:33])([CH3:32])[CH3:31]. (5) Given the reactants [NH2:1][C:2]1[N:7]=[CH:6][C:5]([C:8]2[N:9]=[C:10]([N:28]3[CH2:33][CH2:32][O:31][CH2:30][CH2:29]3)[C:11]3[S:16][C:15]([C:17]4[CH:18]=[C:19]([CH2:23][C:24](O)=[O:25])[CH:20]=[CH:21][CH:22]=4)=[C:14]([CH3:27])[C:12]=3[N:13]=2)=[CH:4][N:3]=1.[CH2:34]([CH2:36][NH2:37])[OH:35], predict the reaction product. The product is: [NH2:1][C:2]1[N:3]=[CH:4][C:5]([C:8]2[N:9]=[C:10]([N:28]3[CH2:29][CH2:30][O:31][CH2:32][CH2:33]3)[C:11]3[S:16][C:15]([C:17]4[CH:18]=[C:19]([CH2:23][C:24]([NH:37][CH2:36][CH2:34][OH:35])=[O:25])[CH:20]=[CH:21][CH:22]=4)=[C:14]([CH3:27])[C:12]=3[N:13]=2)=[CH:6][N:7]=1. (6) Given the reactants C[O:2][C:3]([C:5]1[CH:6]=[C:7]2[C:11](=[CH:12][CH:13]=1)[N:10]([CH2:14][C:15]1[CH:20]=[C:19]([O:21][CH:22]([F:24])[F:23])[CH:18]=[CH:17][C:16]=1[O:25][CH2:26][CH:27]([CH3:29])[CH3:28])[N:9]=[CH:8]2)=[O:4].CO.[OH-].[Li+], predict the reaction product. The product is: [F:24][CH:22]([F:23])[O:21][C:19]1[CH:18]=[CH:17][C:16]([O:25][CH2:26][CH:27]([CH3:28])[CH3:29])=[C:15]([CH:20]=1)[CH2:14][N:10]1[C:11]2[C:7](=[CH:6][C:5]([C:3]([OH:4])=[O:2])=[CH:13][CH:12]=2)[CH:8]=[N:9]1. (7) Given the reactants O=P12OP3(OP(OP(O3)(O1)=O)(=O)O2)=O.[Br:15][CH:16]([CH:22]([CH2:26][CH2:27][CH2:28][CH3:29])[C:23]([OH:25])=[O:24])[C:17](=O)[CH:18]([Br:20])[Br:19], predict the reaction product. The product is: [Br:15][CH:16]1[C:17](=[C:18]([Br:20])[Br:19])[O:24][C:23](=[O:25])[CH:22]1[CH2:26][CH2:27][CH2:28][CH3:29]. (8) The product is: [C:7]([O:11][C:12]([NH:14][C@H:15]([CH2:20][C:21]1[CH:26]=[CH:25][C:24]([OH:27])=[CH:23][CH:22]=1)[C@H:16]1[O:19][CH2:17]1)=[O:13])([CH3:10])([CH3:9])[CH3:8]. Given the reactants CC(O)C.[OH-].[Na+].[C:7]([O:11][C:12]([NH:14][C@H:15]([CH2:20][C:21]1[CH:26]=[CH:25][C:24]([O:27]CC2C=CC=CC=2)=[CH:23][CH:22]=1)[C@@H:16]([OH:19])[CH2:17]Cl)=[O:13])([CH3:10])([CH3:9])[CH3:8].C(OC(N[C@H](CC1C=CC(OCC2C=CC=CC=2)=CC=1)[C@H]1OC1)=O)(C)(C)C, predict the reaction product.